This data is from Catalyst prediction with 721,799 reactions and 888 catalyst types from USPTO. The task is: Predict which catalyst facilitates the given reaction. (1) Reactant: [OH:1][CH2:2][C:3]1[CH:21]=[CH:20][C:6]([NH:7][CH:8]=[C:9]([C:15]([O:17][CH2:18][CH3:19])=[O:16])[C:10]([O:12][CH2:13][CH3:14])=[O:11])=[C:5]([I:22])[CH:4]=1.[C:23](OC(=O)C)(=[O:25])[CH3:24].O. Product: [C:23]([O:1][CH2:2][C:3]1[CH:21]=[CH:20][C:6]([NH:7][CH:8]=[C:9]([C:15]([O:17][CH2:18][CH3:19])=[O:16])[C:10]([O:12][CH2:13][CH3:14])=[O:11])=[C:5]([I:22])[CH:4]=1)(=[O:25])[CH3:24]. The catalyst class is: 15. (2) Reactant: C([O:3][C:4](=O)[CH:5]([C:11]1[CH:16]=[CH:15][C:14]([NH2:17])=[CH:13][CH:12]=1)[C:6](OCC)=[O:7])C.[H-].[Al+3].[Li+].[H-].[H-].[H-]. Product: [NH2:17][C:14]1[CH:13]=[CH:12][C:11]([CH:5]([CH2:6][OH:7])[CH2:4][OH:3])=[CH:16][CH:15]=1. The catalyst class is: 28. (3) Reactant: [N:1]([CH:4]1[CH2:11][CH2:10][CH:9](Br)[CH:8]2[N:13]([CH2:14][C:15]3[CH:20]=[CH:19][CH:18]=[CH:17][CH:16]=3)[CH:5]1[CH2:6][CH2:7]2)=[N+]=[N-].C1(P(C2C=CC=CC=2)C2C=CC=CC=2)C=CC=CC=1.O. Product: [CH2:14]([N:13]1[CH:5]2[CH2:6][CH2:7][CH:8]1[CH:9]1[NH:1][CH:4]2[CH2:11][CH2:10]1)[C:15]1[CH:20]=[CH:19][CH:18]=[CH:17][CH:16]=1. The catalyst class is: 1.